This data is from Peptide-MHC class I binding affinity with 185,985 pairs from IEDB/IMGT. The task is: Regression. Given a peptide amino acid sequence and an MHC pseudo amino acid sequence, predict their binding affinity value. This is MHC class I binding data. (1) The peptide sequence is SHAKVLVTF. The MHC is HLA-B15:09 with pseudo-sequence HLA-B15:09. The binding affinity (normalized) is 0.291. (2) The peptide sequence is PISELSRLR. The MHC is HLA-A11:01 with pseudo-sequence HLA-A11:01. The binding affinity (normalized) is 0.206. (3) The peptide sequence is ITAHLVNSL. The MHC is HLA-B08:01 with pseudo-sequence HLA-B08:01. The binding affinity (normalized) is 0.298. (4) The binding affinity (normalized) is 0.130. The peptide sequence is ATHKAPQPA. The MHC is HLA-A11:01 with pseudo-sequence HLA-A11:01. (5) The peptide sequence is LSVLSPNFI. The MHC is H-2-Kb with pseudo-sequence H-2-Kb. The binding affinity (normalized) is 0.136. (6) The peptide sequence is DFPIFNQRY. The MHC is HLA-A11:01 with pseudo-sequence HLA-A11:01. The binding affinity (normalized) is 0.0847. (7) The peptide sequence is SFYGYGFNV. The MHC is HLA-A69:01 with pseudo-sequence HLA-A69:01. The binding affinity (normalized) is 0.635.